Predict the product of the given reaction. From a dataset of Forward reaction prediction with 1.9M reactions from USPTO patents (1976-2016). Given the reactants [CH3:1][C:2]1[C:3]([C:17](OC)=[O:18])=[CH:4][N:5]([C:7]2[CH:12]=[CH:11][CH:10]=[C:9]([C:13]([F:16])([F:15])[F:14])[CH:8]=2)[CH:6]=1.[H-].[Al+3].[Li+].[H-].[H-].[H-].O.[OH-].[Na+], predict the reaction product. The product is: [CH3:1][C:2]1[C:3]([CH:17]=[O:18])=[CH:4][N:5]([C:7]2[CH:12]=[CH:11][CH:10]=[C:9]([C:13]([F:16])([F:14])[F:15])[CH:8]=2)[CH:6]=1.